This data is from Reaction yield outcomes from USPTO patents with 853,638 reactions. The task is: Predict the reaction yield, written as a fraction of the theoretical maximum amount of product (1.0 means a 100% yield; for example, 0.34 means a 34% yield). (1) The reactants are [CH3:1][O:2][C:3]1[CH:8]=[CH:7][C:6]([C:9]2[CH:10]=[CH:11][C:12](=[O:15])[NH:13][CH:14]=2)=[CH:5][CH:4]=1.[Cl:16][C:17]1[CH:22]=[CH:21][C:20]([CH2:23]Cl)=[CH:19][N:18]=1.C([O-])([O-])=O.[K+].[K+]. The catalyst is C1COCC1. The product is [Cl:16][C:17]1[N:18]=[CH:19][C:20]([CH2:23][N:13]2[CH:14]=[C:9]([C:6]3[CH:7]=[CH:8][C:3]([O:2][CH3:1])=[CH:4][CH:5]=3)[CH:10]=[CH:11][C:12]2=[O:15])=[CH:21][CH:22]=1. The yield is 0.750. (2) The reactants are Br[C:2]1[C:10]([Cl:11])=[CH:9][C:5]2=[N:6][O:7][N:8]=[C:4]2[CH:3]=1.B([O-])[O-].C(=O)([O-])[O-].[K+].[K+]. The catalyst is O1CCOCC1.C(#N)C.O.ClCCl. The product is [Cl:11][C:10]1[C:2]([C:2]2[CH:10]=[CH:9][C:5]([NH2:6])=[CH:4][CH:3]=2)=[CH:3][C:4]2[C:5]([CH:9]=1)=[N:6][O:7][N:8]=2. The yield is 0.220. (3) The reactants are Cl[C:2]1[CH:9]=[C:8]([F:10])[CH:7]=[CH:6][C:3]=1[C:4]#[N:5].[NH2:11][C:12]1[CH:17]=[CH:16][CH:15]=[CH:14][C:13]=1B1OC(C)(C)C(C)(C)O1.C1C2CC3(N)CC(C2)CC1C3.Cl.C(=O)([O-])[O-].[Cs+].[Cs+]. The catalyst is C([O-])(=O)C.[Pd+3].C([O-])(=O)C.C([O-])(=O)C.C(Cl)Cl.O.O1CCOCC1. The product is [F:10][C:8]1[CH:7]=[CH:6][C:3]2[C:2]([CH:9]=1)=[C:13]1[C:12]([CH:17]=[CH:16][CH:15]=[CH:14]1)=[N:11][C:4]=2[NH2:5]. The yield is 0.320. (4) The reactants are [Cl:1][C:2]1[S:6][C:5]([C:7](=[O:9])[CH3:8])=[CH:4][C:3]=1[N+:10]([O-:12])=[O:11].[CH3:13][NH:14][CH3:15].[CH2:16]=O.Cl. The catalyst is C(O)(C)C. The product is [Cl:1][C:2]1[S:6][C:5]([C:7](=[O:9])[CH2:8][CH2:13][N:14]([CH3:16])[CH3:15])=[CH:4][C:3]=1[N+:10]([O-:12])=[O:11]. The yield is 0.380. (5) The reactants are [NH2:1][C:2]1[C:27]([N+:28]([O-])=O)=[CH:26][CH:25]=[C:24]2[C:3]=1[C:4](=[O:31])[O:5][C:6]12[C:19]2[CH:18]=[C:17]([F:20])[C:16]([OH:21])=[CH:15][C:14]=2[O:13][C:12]2[C:7]1=[CH:8][C:9]([F:23])=[C:10]([OH:22])[CH:11]=2.Cl. No catalyst specified. The product is [NH2:1][C:2]1[C:27]([NH2:28])=[CH:26][CH:25]=[C:24]2[C:3]=1[C:4](=[O:31])[O:5][C:6]12[C:7]2[CH:8]=[C:9]([F:23])[C:10]([OH:22])=[CH:11][C:12]=2[O:13][C:14]2[C:19]1=[CH:18][C:17]([F:20])=[C:16]([OH:21])[CH:15]=2. The yield is 0.780. (6) The catalyst is C1COCC1.CCOC(C)=O.OS([O-])(=O)=O.[K+].Cl[Pd](Cl)([P](C1C=CC=CC=1)(C1C=CC=CC=1)C1C=CC=CC=1)[P](C1C=CC=CC=1)(C1C=CC=CC=1)C1C=CC=CC=1.[Cu]I.C1(P(C2C=CC=CC=2)C2C=CC=CC=2)C=CC=CC=1. The yield is 0.720. The reactants are [Br:1][C:2]1[CH:7]=[CH:6][C:5]([C:8]2[C:12]3[CH:13]=[CH:14][C:15](OS(C(F)(F)F)(=O)=O)=[CH:16][C:11]=3[S:10][N:9]=2)=[CH:4][CH:3]=1.C1(C)C=CC=CC=1.[CH2:32]([OH:37])[CH2:33][CH2:34][C:35]#[CH:36].C(N(CC)CC)C. The product is [Br:1][C:2]1[CH:7]=[CH:6][C:5]([C:8]2[C:12]3[CH:13]=[CH:14][C:15]([C:36]#[C:35][CH2:34][CH2:33][CH2:32][OH:37])=[CH:16][C:11]=3[S:10][N:9]=2)=[CH:4][CH:3]=1. (7) The reactants are [C:1]([O:5][C:6]([NH:8][C@@H:9]([C:13]([S:16][CH2:17][C:18]([O:20][CH3:21])=[O:19])([CH3:15])[CH3:14])[C:10]([OH:12])=O)=[O:7])([CH3:4])([CH3:3])[CH3:2].CN(C(ON1N=NC2C=CC=NC1=2)=[N+](C)C)C.F[P-](F)(F)(F)(F)F.[CH3:46][C:47]([CH3:104])([CH3:103])[C@H:48]([NH:92][C:93](=[O:102])[O:94][CH2:95][C:96]1[CH:101]=[CH:100][CH:99]=[CH:98][CH:97]=1)[C:49](=[O:91])[N:50]1[CH2:54][C@@H:53]([C:55]2[CH:64]=[C:63]3[C:58]([CH2:59][C@@H:60]([C:65](=[O:77])[NH:66][C@H:67]4[C:76]5[C:71](=[CH:72][CH:73]=[CH:74][CH:75]=5)[CH2:70][CH2:69][CH2:68]4)[NH:61][CH2:62]3)=[CH:57][CH:56]=2)[CH2:52][C@H:51]1[C:78](=[O:90])[NH:79][C@H:80]1[C:89]2[C:84](=[CH:85][CH:86]=[CH:87][CH:88]=2)[CH2:83][CH2:82][CH2:81]1.CN1CCOCC1. The catalyst is CN(C=O)C.[Cl-].[Na+].O.CCOC(C)=O. The product is [CH2:95]([O:94][C:93]([NH:92][C@@H:48]([C:47]([CH3:104])([CH3:103])[CH3:46])[C:49]([N:50]1[C@H:51]([C:78](=[O:90])[NH:79][C@H:80]2[C:89]3[C:84](=[CH:85][CH:86]=[CH:87][CH:88]=3)[CH2:83][CH2:82][CH2:81]2)[CH2:52][C@H:53]([C:55]2[CH:64]=[C:63]3[C:58]([CH2:59][C@@H:60]([C:65](=[O:77])[NH:66][C@H:67]4[C:76]5[C:71](=[CH:72][CH:73]=[CH:74][CH:75]=5)[CH2:70][CH2:69][CH2:68]4)[N:61]([C:10](=[O:12])[C@@H:9]([NH:8][C:6]([O:5][C:1]([CH3:2])([CH3:3])[CH3:4])=[O:7])[C:13]([S:16][CH2:17][C:18]([O:20][CH3:21])=[O:19])([CH3:15])[CH3:14])[CH2:62]3)=[CH:57][CH:56]=2)[CH2:54]1)=[O:91])=[O:102])[C:96]1[CH:97]=[CH:98][CH:99]=[CH:100][CH:101]=1. The yield is 0.820. (8) The reactants are [N:1]([C:4]1[C:5]2[NH:12][CH:11]=[C:10]([C@H:13]3[C@H:17]([OH:18])[C@H:16]([OH:19])[C@@H:15]([CH2:20][OH:21])[N:14]3[C:22]([O:24][C:25]([CH3:28])([CH3:27])[CH3:26])=[O:23])[C:6]=2[N:7]=[CH:8][N:9]=1)=[N+:2]=[N-:3].N1C=CC=CC=1.Cl[C:36]([C:49]1[CH:54]=[CH:53][CH:52]=[CH:51][CH:50]=1)([C:43]1[CH:48]=[CH:47][CH:46]=[CH:45][CH:44]=1)[C:37]1[CH:42]=[CH:41][CH:40]=[CH:39][CH:38]=1.C(Cl)(Cl)Cl. The catalyst is CO. The product is [N:1]([C:4]1[C:5]2[NH:12][CH:11]=[C:10]([C@H:13]3[C@H:17]([OH:18])[C@H:16]([OH:19])[C@@H:15]([CH2:20][O:21][C:36]([C:37]4[CH:42]=[CH:41][CH:40]=[CH:39][CH:38]=4)([C:49]4[CH:50]=[CH:51][CH:52]=[CH:53][CH:54]=4)[C:43]4[CH:44]=[CH:45][CH:46]=[CH:47][CH:48]=4)[N:14]3[C:22]([O:24][C:25]([CH3:28])([CH3:27])[CH3:26])=[O:23])[C:6]=2[N:7]=[CH:8][N:9]=1)=[N+:2]=[N-:3]. The yield is 0.907. (9) The reactants are CS(O[CH:6]1[CH2:10][CH2:9][N:8]([C:11]([O:13][C:14]([CH3:17])([CH3:16])[CH3:15])=[O:12])[CH2:7]1)(=O)=O.[NH2:18][C:19]1[S:20][C:21]2[CH:27]=[C:26]([SH:28])[CH:25]=[CH:24][C:22]=2[N:23]=1.C(=O)([O-])[O-].[K+].[K+].[BH4-].[Na+]. The catalyst is CC#N.CO. The product is [NH2:18][C:19]1[S:20][C:21]2[CH:27]=[C:26]([S:28][CH:6]3[CH2:10][CH2:9][N:8]([C:11]([O:13][C:14]([CH3:15])([CH3:16])[CH3:17])=[O:12])[CH2:7]3)[CH:25]=[CH:24][C:22]=2[N:23]=1. The yield is 0.490.